Dataset: Forward reaction prediction with 1.9M reactions from USPTO patents (1976-2016). Task: Predict the product of the given reaction. (1) Given the reactants C1C=CC2N(O)N=NC=2C=1.CCN=C=NCCCN(C)C.[CH3:22][CH:23]([O:25][C:26]1[N:31]=[CH:30][C:29]([C:32]([OH:34])=O)=[CH:28][C:27]=1[C:35]([F:38])([F:37])[F:36])[CH3:24].[F:39][C:40]1[CH:48]=[CH:47][C:46](/[C:49](/[NH:52]O)=[N:50]/[H])=[C:45]2[C:41]=1[C:42]([CH2:54][CH2:55][C:56]([O:58][CH2:59][CH3:60])=[O:57])=[CH:43][NH:44]2.CCCC[N+](CCCC)(CCCC)CCCC.[F-], predict the reaction product. The product is: [F:39][C:40]1[CH:48]=[CH:47][C:46]([C:49]2[N:52]=[C:32]([C:29]3[CH:30]=[N:31][C:26]([O:25][CH:23]([CH3:22])[CH3:24])=[C:27]([C:35]([F:38])([F:37])[F:36])[CH:28]=3)[O:34][N:50]=2)=[C:45]2[C:41]=1[C:42]([CH2:54][CH2:55][C:56]([O:58][CH2:59][CH3:60])=[O:57])=[CH:43][NH:44]2. (2) The product is: [F:1][C:2]1[CH:3]=[CH:4][C:5]([C:8]2[C:12]([C:13]3[N:14]=[CH:15][N:16]([C:18]4[N:23]=[CH:22][C:21]([C:24]([OH:26])([CH3:31])[CH3:25])=[CH:20][CH:19]=4)[CH:17]=3)=[C:11]([C:27]([F:28])([F:30])[F:29])[O:10][N:9]=2)=[CH:6][CH:7]=1. Given the reactants [F:1][C:2]1[CH:7]=[CH:6][C:5]([C:8]2[C:12]([C:13]3[N:14]=[CH:15][N:16]([C:18]4[N:23]=[CH:22][C:21]([C:24](=[O:26])[CH3:25])=[CH:20][CH:19]=4)[CH:17]=3)=[C:11]([C:27]([F:30])([F:29])[F:28])[O:10][N:9]=2)=[CH:4][CH:3]=1.[CH3:31][Mg]Br, predict the reaction product. (3) Given the reactants [NH2:1][C:2]1[C:7]([NH2:8])=[C:6]([C:9]2[CH:27]=[CH:26][C:12]([CH2:13][NH:14][C:15]([C:17]3[O:21][N:20]=[C:19]([C:22]([CH3:25])([CH3:24])[CH3:23])[N:18]=3)=[O:16])=[C:11]([F:28])[CH:10]=2)[CH:5]=[CH:4][N:3]=1.[N:29]1[CH:34]=[CH:33][C:32](C=O)=[CH:31][CH:30]=1.[CH3:37]N(C=O)C, predict the reaction product. The product is: [C:22]([C:19]1[N:18]=[C:17]([C:15]([NH:14][CH2:13][C:12]2[CH:26]=[CH:27][C:9]([C:6]3[CH:5]=[CH:4][N:3]=[C:2]4[NH:1][C:37]([C:33]5[CH:34]=[N:29][CH:30]=[CH:31][CH:32]=5)=[N:8][C:7]=34)=[CH:10][C:11]=2[F:28])=[O:16])[O:21][N:20]=1)([CH3:23])([CH3:24])[CH3:25]. (4) Given the reactants [O:1]=[C:2]1[N:6]([CH:7]2[CH2:12][CH2:11][O:10][CH2:9][CH2:8]2)[CH2:5][C@@H:4]([C:13]2[CH:18]=[CH:17][CH:16]=[CH:15][CH:14]=2)[N:3]1[CH:19]1[CH2:24][CH2:23][N:22]([CH2:25][C:26]2[CH:27]=[CH:28][C:29]([NH:32][C:33]3[CH:41]=[CH:40][C:36]([C:37]([OH:39])=[O:38])=[CH:35][CH:34]=3)=[N:30][CH:31]=2)[CH2:21][CH2:20]1.Br[C:43]1N=C(C)C(C=O)=CC=1.ClC1N=CC(C=O)=CC=1, predict the reaction product. The product is: [CH3:43][C:31]1[N:30]=[C:29]([NH:32][C:33]2[CH:41]=[CH:40][C:36]([C:37]([OH:39])=[O:38])=[CH:35][CH:34]=2)[CH:28]=[CH:27][C:26]=1[CH2:25][N:22]1[CH2:23][CH2:24][CH:19]([N:3]2[C@H:4]([C:13]3[CH:18]=[CH:17][CH:16]=[CH:15][CH:14]=3)[CH2:5][N:6]([CH:7]3[CH2:8][CH2:9][O:10][CH2:11][CH2:12]3)[C:2]2=[O:1])[CH2:20][CH2:21]1. (5) The product is: [C:1]([C:3]1[CH:4]=[C:5]([NH:10][C:11]2[C:20]3[C:15](=[CH:16][C:17]([O:22][CH3:23])=[C:18]([O:21][CH2:31][CH2:32][CH2:33][Cl:34])[CH:19]=3)[N:14]=[CH:13][N:12]=2)[CH:6]=[CH:7][C:8]=1[F:9])#[CH:2]. Given the reactants [C:1]([C:3]1[CH:4]=[C:5]([NH:10][C:11]2[C:20]3[C:15](=[CH:16][C:17]([O:22][CH3:23])=[C:18]([OH:21])[CH:19]=3)[N:14]=[CH:13][N:12]=2)[CH:6]=[CH:7][C:8]=1[F:9])#[CH:2].C([O-])([O-])=O.[K+].[K+].Br[CH2:31][CH2:32][CH2:33][Cl:34].O, predict the reaction product. (6) Given the reactants [CH3:1][C:2]1([CH3:9])[CH2:7][CH2:6][CH2:5][CH:4]([OH:8])[CH2:3]1.C(N(CC)CC)C.[C:17]1([CH3:27])[CH:22]=[CH:21][C:20]([S:23](Cl)(=[O:25])=[O:24])=[CH:19][CH:18]=1, predict the reaction product. The product is: [CH3:27][C:17]1[CH:22]=[CH:21][C:20]([S:23]([O:8][CH:4]2[CH2:5][CH2:6][CH2:7][C:2]([CH3:9])([CH3:1])[CH2:3]2)(=[O:25])=[O:24])=[CH:19][CH:18]=1. (7) Given the reactants [C:1]1([NH:7][C:8]([CH:10]2[CH2:13][N:12]([C:14]([O:16][C:17]([CH3:20])([CH3:19])[CH3:18])=[O:15])[CH2:11]2)=O)[CH:6]=[CH:5][CH:4]=[CH:3][CH:2]=1.B, predict the reaction product. The product is: [C:14]([N:12]1[CH2:13][CH:10]([CH2:8][NH:7][C:1]2[CH:6]=[CH:5][CH:4]=[CH:3][CH:2]=2)[CH2:11]1)([O:16][C:17]([CH3:19])([CH3:20])[CH3:18])=[O:15].